This data is from NCI-60 drug combinations with 297,098 pairs across 59 cell lines. The task is: Regression. Given two drug SMILES strings and cell line genomic features, predict the synergy score measuring deviation from expected non-interaction effect. (1) Drug 1: CN1C(=O)N2C=NC(=C2N=N1)C(=O)N. Drug 2: CC=C1C(=O)NC(C(=O)OC2CC(=O)NC(C(=O)NC(CSSCCC=C2)C(=O)N1)C(C)C)C(C)C. Cell line: MDA-MB-231. Synergy scores: CSS=41.0, Synergy_ZIP=-1.46, Synergy_Bliss=-1.65, Synergy_Loewe=-2.38, Synergy_HSA=-0.721. (2) Drug 1: CC1=C(C=C(C=C1)C(=O)NC2=CC(=CC(=C2)C(F)(F)F)N3C=C(N=C3)C)NC4=NC=CC(=N4)C5=CN=CC=C5. Drug 2: C1CC(=O)NC(=O)C1N2C(=O)C3=CC=CC=C3C2=O. Cell line: SW-620. Synergy scores: CSS=-6.82, Synergy_ZIP=2.27, Synergy_Bliss=2.21, Synergy_Loewe=-4.32, Synergy_HSA=-4.32. (3) Drug 1: C1=CC(=CC=C1CCCC(=O)O)N(CCCl)CCCl. Drug 2: C1CC(=O)NC(=O)C1N2C(=O)C3=CC=CC=C3C2=O. Cell line: BT-549. Synergy scores: CSS=16.6, Synergy_ZIP=-5.99, Synergy_Bliss=-5.91, Synergy_Loewe=-10.8, Synergy_HSA=-5.83. (4) Drug 1: CCCCC(=O)OCC(=O)C1(CC(C2=C(C1)C(=C3C(=C2O)C(=O)C4=C(C3=O)C=CC=C4OC)O)OC5CC(C(C(O5)C)O)NC(=O)C(F)(F)F)O. Drug 2: C1CN1C2=NC(=NC(=N2)N3CC3)N4CC4. Cell line: LOX IMVI. Synergy scores: CSS=52.4, Synergy_ZIP=-1.56, Synergy_Bliss=-1.22, Synergy_Loewe=-19.2, Synergy_HSA=-4.89. (5) Drug 1: CC12CCC3C(C1CCC2=O)CC(=C)C4=CC(=O)C=CC34C. Drug 2: C1CC(C1)(C(=O)O)C(=O)O.[NH2-].[NH2-].[Pt+2]. Cell line: ACHN. Synergy scores: CSS=68.4, Synergy_ZIP=-4.01, Synergy_Bliss=-3.67, Synergy_Loewe=-4.72, Synergy_HSA=-0.290. (6) Drug 1: C1=CC(=CC=C1CC(C(=O)O)N)N(CCCl)CCCl.Cl. Drug 2: CC1=CC=C(C=C1)C2=CC(=NN2C3=CC=C(C=C3)S(=O)(=O)N)C(F)(F)F. Cell line: HCT-15. Synergy scores: CSS=26.7, Synergy_ZIP=-5.13, Synergy_Bliss=1.27, Synergy_Loewe=-7.69, Synergy_HSA=-1.75. (7) Drug 1: CC1C(C(=O)NC(C(=O)N2CCCC2C(=O)N(CC(=O)N(C(C(=O)O1)C(C)C)C)C)C(C)C)NC(=O)C3=C4C(=C(C=C3)C)OC5=C(C(=O)C(=C(C5=N4)C(=O)NC6C(OC(=O)C(N(C(=O)CN(C(=O)C7CCCN7C(=O)C(NC6=O)C(C)C)C)C)C(C)C)C)N)C. Drug 2: CC1=C2C(C(=O)C3(C(CC4C(C3C(C(C2(C)C)(CC1OC(=O)C(C(C5=CC=CC=C5)NC(=O)C6=CC=CC=C6)O)O)OC(=O)C7=CC=CC=C7)(CO4)OC(=O)C)O)C)OC(=O)C. Cell line: A498. Synergy scores: CSS=22.0, Synergy_ZIP=-2.95, Synergy_Bliss=6.34, Synergy_Loewe=-3.44, Synergy_HSA=3.24. (8) Cell line: T-47D. Synergy scores: CSS=35.8, Synergy_ZIP=-13.0, Synergy_Bliss=-4.92, Synergy_Loewe=-2.91, Synergy_HSA=-2.56. Drug 2: CC1CCC2CC(C(=CC=CC=CC(CC(C(=O)C(C(C(=CC(C(=O)CC(OC(=O)C3CCCCN3C(=O)C(=O)C1(O2)O)C(C)CC4CCC(C(C4)OC)O)C)C)O)OC)C)C)C)OC. Drug 1: CC12CCC3C(C1CCC2=O)CC(=C)C4=CC(=O)C=CC34C. (9) Drug 1: CC1=C2C(C(=O)C3(C(CC4C(C3C(C(C2(C)C)(CC1OC(=O)C(C(C5=CC=CC=C5)NC(=O)C6=CC=CC=C6)O)O)OC(=O)C7=CC=CC=C7)(CO4)OC(=O)C)O)C)OC(=O)C. Drug 2: CS(=O)(=O)CCNCC1=CC=C(O1)C2=CC3=C(C=C2)N=CN=C3NC4=CC(=C(C=C4)OCC5=CC(=CC=C5)F)Cl. Cell line: SNB-75. Synergy scores: CSS=42.6, Synergy_ZIP=9.33, Synergy_Bliss=10.6, Synergy_Loewe=0.846, Synergy_HSA=12.7. (10) Drug 1: CC1CCC2CC(C(=CC=CC=CC(CC(C(=O)C(C(C(=CC(C(=O)CC(OC(=O)C3CCCCN3C(=O)C(=O)C1(O2)O)C(C)CC4CCC(C(C4)OC)O)C)C)O)OC)C)C)C)OC. Drug 2: COCCOC1=C(C=C2C(=C1)C(=NC=N2)NC3=CC=CC(=C3)C#C)OCCOC.Cl. Cell line: OVCAR3. Synergy scores: CSS=11.3, Synergy_ZIP=-2.48, Synergy_Bliss=1.36, Synergy_Loewe=-9.50, Synergy_HSA=-2.75.